This data is from Catalyst prediction with 721,799 reactions and 888 catalyst types from USPTO. The task is: Predict which catalyst facilitates the given reaction. (1) Reactant: [Cl:1][C:2]1[CH:15]=[CH:14][C:5]([CH2:6][N:7]2[CH2:12][CH2:11][CH:10]([NH2:13])[CH2:9][CH2:8]2)=[CH:4][CH:3]=1.[F:16][C:17]1[CH:22]=[CH:21][C:20]([CH2:23][OH:24])=[C:19]([O:25][CH2:26][C@:27]2([CH3:30])[CH2:29][O:28]2)[CH:18]=1.[C:31](=O)([O:37]C(C)(C)C)[O:32][C:33]([CH3:36])([CH3:35])[CH3:34]. Product: [Cl:1][C:2]1[CH:3]=[CH:4][C:5]([CH2:6][N:7]2[CH2:8][CH2:9][CH:10]([N:13]([CH2:29][C@@:27]([OH:28])([CH3:30])[CH2:26][O:25][C:19]3[CH:18]=[C:17]([F:16])[CH:22]=[CH:21][C:20]=3[CH2:23][OH:24])[C:31](=[O:37])[O:32][C:33]([CH3:36])([CH3:35])[CH3:34])[CH2:11][CH2:12]2)=[CH:14][CH:15]=1. The catalyst class is: 8. (2) Reactant: [CH3:1][N:2]([CH3:9])[CH2:3][CH2:4][O:5][CH2:6][CH2:7][OH:8].[H-].[Na+].Cl[C:13]1[CH:18]=[C:17]([C:19]#[N:20])[CH:16]=[CH:15][N:14]=1. Product: [CH3:1][N:2]([CH3:9])[CH2:3][CH2:4][O:5][CH2:6][CH2:7][O:8][C:13]1[CH:18]=[C:17]([C:19]#[N:20])[CH:16]=[CH:15][N:14]=1. The catalyst class is: 3. (3) Reactant: Cl.[CH3:2][O:3][C:4]1[CH:9]=[CH:8][C:7]([N:10]2[C:14]([C:15]3[CH:22]=[CH:21][C:18]([CH2:19][NH2:20])=[CH:17][CH:16]=3)=[CH:13][C:12]([C:23]([F:26])([F:25])[F:24])=[N:11]2)=[CH:6][CH:5]=1.C(N(CC)CC)C.[CH3:34][S:35](Cl)(=[O:37])=[O:36]. Product: [CH3:2][O:3][C:4]1[CH:5]=[CH:6][C:7]([N:10]2[C:14]([C:15]3[CH:22]=[CH:21][C:18]([CH2:19][NH:20][S:35]([CH3:34])(=[O:37])=[O:36])=[CH:17][CH:16]=3)=[CH:13][C:12]([C:23]([F:26])([F:24])[F:25])=[N:11]2)=[CH:8][CH:9]=1. The catalyst class is: 22. (4) Reactant: [CH2:1]([N:8]1[C:13](=O)[CH2:12][CH2:11][C@@:10]2([OH:29])[C@@H:15]([CH3:28])[O:16][C@@H:17]([C:19]3[CH:24]=[CH:23][N:22]=[CH:21][C:20]=3[N+:25]([O-])=O)[CH2:18][C@@H:9]12)[C:2]1[CH:7]=[CH:6][CH:5]=[CH:4][CH:3]=1.B.C1COCC1. Product: [NH2:25][C:20]1[CH:21]=[N:22][CH:23]=[CH:24][C:19]=1[C@@H:17]1[O:16][C@H:15]([CH3:28])[C@@:10]2([OH:29])[C@H:9]([N:8]([CH2:1][C:2]3[CH:3]=[CH:4][CH:5]=[CH:6][CH:7]=3)[CH2:13][CH2:12][CH2:11]2)[CH2:18]1. The catalyst class is: 1. (5) Reactant: [N:1]1([C:6]2[CH:27]=[CH:26][C:9]([CH2:10][N:11]3[CH2:20][C:19]([CH3:22])([CH3:21])[C:18]4[C:13](=[CH:14][C:15]([N+:23]([O-])=O)=[CH:16][CH:17]=4)[CH2:12]3)=[CH:8][CH:7]=2)[CH:5]=[CH:4][N:3]=[CH:2]1.C(O)(=O)C.C([O-])(O)=O.[Na+].C(Cl)Cl. Product: [N:1]1([C:6]2[CH:7]=[CH:8][C:9]([CH2:10][N:11]3[CH2:20][C:19]([CH3:22])([CH3:21])[C:18]4[C:13](=[CH:14][C:15]([NH2:23])=[CH:16][CH:17]=4)[CH2:12]3)=[CH:26][CH:27]=2)[CH:5]=[CH:4][N:3]=[CH:2]1. The catalyst class is: 490. (6) Reactant: C([O:4][CH2:5][C:6]1[C:7]([N:35]2[CH2:47][CH2:46][N:38]3[C:39]4[CH2:40][CH2:41][CH2:42][CH2:43][C:44]=4[CH:45]=[C:37]3[C:36]2=[O:48])=[N:8][CH:9]=[CH:10][C:11]=1[C:12]1[CH:17]=[C:16]([NH:18][C:19]2[CH:24]=[CH:23][C:22]([C:25]([N:27]3[CH2:32][CH2:31][O:30][CH2:29][CH2:28]3)=[O:26])=[CH:21][N:20]=2)[C:15](=[O:33])[N:14]([CH3:34])[N:13]=1)(=O)C. Product: [OH:4][CH2:5][C:6]1[C:7]([N:35]2[CH2:47][CH2:46][N:38]3[C:39]4[CH2:40][CH2:41][CH2:42][CH2:43][C:44]=4[CH:45]=[C:37]3[C:36]2=[O:48])=[N:8][CH:9]=[CH:10][C:11]=1[C:12]1[CH:17]=[C:16]([NH:18][C:19]2[CH:24]=[CH:23][C:22]([C:25]([N:27]3[CH2:32][CH2:31][O:30][CH2:29][CH2:28]3)=[O:26])=[CH:21][N:20]=2)[C:15](=[O:33])[N:14]([CH3:34])[N:13]=1. The catalyst class is: 854. (7) Reactant: [NH:1]1[C:9]2[C:4](=[CH:5][CH:6]=[CH:7][CH:8]=2)[CH:3]=[CH:2]1.[OH-].[K+].[F:12][C:13]1[CH:20]=[CH:19][C:16]([CH2:17]Br)=[CH:15][CH:14]=1.O. Product: [F:12][C:13]1[CH:20]=[CH:19][C:16]([CH2:17][N:1]2[C:9]3[C:4](=[CH:5][CH:6]=[CH:7][CH:8]=3)[CH:3]=[CH:2]2)=[CH:15][CH:14]=1. The catalyst class is: 3. (8) Reactant: O.[OH:2][N:3]1[C:7]2[CH:8]=[CH:9][CH:10]=[CH:11][C:6]=2[N:5]=[N:4]1. Product: [CH:10]1[CH:9]=[CH:8][C:7]2[N:3]([OH:2])[N:4]=[N:5][C:6]=2[CH:11]=1. The catalyst class is: 13. (9) Reactant: Br[C:2]1[C:3]([O:12][CH2:13][C:14]([F:17])([F:16])[F:15])=[N:4][CH:5]=[C:6]([CH:11]=1)[C:7]([O:9][CH3:10])=[O:8].[CH:18]1(B(O)O)[CH2:20][CH2:19]1.C1(P(C2CCCCC2)C2CCCCC2)CCCCC1.P([O-])([O-])([O-])=O.[K+].[K+].[K+]. Product: [CH:18]1([C:2]2[C:3]([O:12][CH2:13][C:14]([F:17])([F:16])[F:15])=[N:4][CH:5]=[C:6]([CH:11]=2)[C:7]([O:9][CH3:10])=[O:8])[CH2:20][CH2:19]1. The catalyst class is: 498.